From a dataset of Forward reaction prediction with 1.9M reactions from USPTO patents (1976-2016). Predict the product of the given reaction. (1) Given the reactants [C:1]([C:4]1([CH2:17][CH2:18][O:19][Si:20]([C:23]([CH3:26])([CH3:25])[CH3:24])([CH3:22])[CH3:21])[CH2:9][CH2:8][N:7]([C:10]([O:12][C:13]([CH3:16])([CH3:15])[CH3:14])=[O:11])[CH2:6][CH2:5]1)(=[O:3])[CH3:2].CN(P(N(C)C)(N(C)C)=O)C.[Li+].C[Si]([N-][Si](C)(C)C)(C)C.[C:48]1([CH2:54][CH:55]=[O:56])[CH:53]=[CH:52][CH:51]=[CH:50][CH:49]=1.[Cl-].[NH4+], predict the reaction product. The product is: [C:48]1([CH2:54][CH:55]([OH:56])[CH2:2][C:1]([C:4]2([CH2:17][CH2:18][O:19][Si:20]([C:23]([CH3:26])([CH3:25])[CH3:24])([CH3:22])[CH3:21])[CH2:9][CH2:8][N:7]([C:10]([O:12][C:13]([CH3:15])([CH3:16])[CH3:14])=[O:11])[CH2:6][CH2:5]2)=[O:3])[CH:53]=[CH:52][CH:51]=[CH:50][CH:49]=1. (2) Given the reactants P(Br)(Br)[Br:2].O[CH2:6][C:7]1[CH:26]=[C:25]([N+:27]([O-:29])=[O:28])[CH:24]=[CH:23][C:8]=1[O:9][C:10]1[CH:11]=[C:12]([CH2:18][C:19]([O:21][CH3:22])=[O:20])[CH:13]=[CH:14][C:15]=1[O:16][CH3:17].COCCOC, predict the reaction product. The product is: [Br:2][CH2:6][C:7]1[CH:26]=[C:25]([N+:27]([O-:29])=[O:28])[CH:24]=[CH:23][C:8]=1[O:9][C:10]1[CH:11]=[C:12]([CH2:18][C:19]([O:21][CH3:22])=[O:20])[CH:13]=[CH:14][C:15]=1[O:16][CH3:17]. (3) Given the reactants [F:1][C:2]1[CH:7]=[CH:6][CH:5]=[CH:4][C:3]=1[S:8]([NH:11][C:12]1[C:13]([C:25]([O:27][CH3:28])=[O:26])=[C:14]([CH2:18][CH2:19][CH2:20][CH2:21][C:22]([OH:24])=O)[CH:15]=[CH:16][CH:17]=1)(=[O:10])=[O:9].FC(F)(F)C(OC(=O)C(F)(F)F)=O.[O-]S(C(F)(F)F)(=O)=O.[Ga+3].[O-]S(C(F)(F)F)(=O)=O.[O-]S(C(F)(F)F)(=O)=O, predict the reaction product. The product is: [F:1][C:2]1[CH:7]=[CH:6][CH:5]=[CH:4][C:3]=1[S:8]([NH:11][C:12]1[C:13]([C:25]([O:27][CH3:28])=[O:26])=[C:14]2[CH2:18][CH2:19][CH2:20][CH2:21][C:22](=[O:24])[C:15]2=[CH:16][CH:17]=1)(=[O:9])=[O:10]. (4) The product is: [Cl:8][C:13]1[CH:14]=[CH:15][N:10]=[C:11]([C:16]([O:22][CH3:19])=[O:24])[CH:12]=1. Given the reactants CN(C=O)C.S(Cl)([Cl:8])=O.[N:10]1[CH:15]=[CH:14][CH:13]=[CH:12][C:11]=1[C:16](O)=O.[C:19](=[O:22])(O)[O-].[Na+].[OH2:24], predict the reaction product.